Dataset: Catalyst prediction with 721,799 reactions and 888 catalyst types from USPTO. Task: Predict which catalyst facilitates the given reaction. Reactant: [N:1]1([C:6]2[CH:14]=[CH:13][C:9]([C:10]([OH:12])=O)=[CH:8][CH:7]=2)[CH:5]=[CH:4][N:3]=[CH:2]1.C(Cl)(=O)C(Cl)=O.C(N(CC)CC)C.[NH:28]1[CH2:31][CH:30]([C:32]([N:34]2[CH2:40][CH2:39][CH2:38][N:37]([CH:41]3[CH2:44][CH2:43][CH2:42]3)[CH2:36][CH2:35]2)=[O:33])[CH2:29]1. Product: [CH:41]1([N:37]2[CH2:38][CH2:39][CH2:40][N:34]([C:32]([CH:30]3[CH2:29][N:28]([C:10]([C:9]4[CH:8]=[CH:7][C:6]([N:1]5[CH:5]=[CH:4][N:3]=[CH:2]5)=[CH:14][CH:13]=4)=[O:12])[CH2:31]3)=[O:33])[CH2:35][CH2:36]2)[CH2:44][CH2:43][CH2:42]1. The catalyst class is: 139.